From a dataset of NCI-60 drug combinations with 297,098 pairs across 59 cell lines. Regression. Given two drug SMILES strings and cell line genomic features, predict the synergy score measuring deviation from expected non-interaction effect. (1) Drug 1: CCC(=C(C1=CC=CC=C1)C2=CC=C(C=C2)OCCN(C)C)C3=CC=CC=C3.C(C(=O)O)C(CC(=O)O)(C(=O)O)O. Drug 2: CC(C)NC(=O)C1=CC=C(C=C1)CNNC.Cl. Cell line: 786-0. Synergy scores: CSS=3.04, Synergy_ZIP=-2.22, Synergy_Bliss=0.269, Synergy_Loewe=0.479, Synergy_HSA=0.524. (2) Drug 1: C1CCC(CC1)NC(=O)N(CCCl)N=O. Drug 2: CC1=C2C(C(=O)C3(C(CC4C(C3C(C(C2(C)C)(CC1OC(=O)C(C(C5=CC=CC=C5)NC(=O)OC(C)(C)C)O)O)OC(=O)C6=CC=CC=C6)(CO4)OC(=O)C)O)C)O. Cell line: OVCAR-4. Synergy scores: CSS=17.8, Synergy_ZIP=-8.87, Synergy_Bliss=-2.22, Synergy_Loewe=-20.0, Synergy_HSA=-0.893. (3) Drug 1: CC1=CC=C(C=C1)C2=CC(=NN2C3=CC=C(C=C3)S(=O)(=O)N)C(F)(F)F. Drug 2: C1=NC(=NC(=O)N1C2C(C(C(O2)CO)O)O)N. Cell line: SNB-19. Synergy scores: CSS=7.15, Synergy_ZIP=0.0850, Synergy_Bliss=5.03, Synergy_Loewe=-12.4, Synergy_HSA=-3.64. (4) Drug 1: COC1=C(C=C2C(=C1)N=CN=C2NC3=CC(=C(C=C3)F)Cl)OCCCN4CCOCC4. Cell line: 786-0. Synergy scores: CSS=67.6, Synergy_ZIP=4.09, Synergy_Bliss=4.38, Synergy_Loewe=6.54, Synergy_HSA=8.04. Drug 2: CC1=C2C(C(=O)C3(C(CC4C(C3C(C(C2(C)C)(CC1OC(=O)C(C(C5=CC=CC=C5)NC(=O)OC(C)(C)C)O)O)OC(=O)C6=CC=CC=C6)(CO4)OC(=O)C)O)C)O. (5) Drug 1: CN(CC1=CN=C2C(=N1)C(=NC(=N2)N)N)C3=CC=C(C=C3)C(=O)NC(CCC(=O)O)C(=O)O. Drug 2: N.N.Cl[Pt+2]Cl. Cell line: SK-MEL-5. Synergy scores: CSS=63.5, Synergy_ZIP=-3.90, Synergy_Bliss=-4.69, Synergy_Loewe=-6.11, Synergy_HSA=0.162. (6) Drug 1: COC1=C(C=C2C(=C1)N=CN=C2NC3=CC(=C(C=C3)F)Cl)OCCCN4CCOCC4. Drug 2: C1CNP(=O)(OC1)N(CCCl)CCCl. Cell line: UACC-257. Synergy scores: CSS=5.62, Synergy_ZIP=-3.89, Synergy_Bliss=-3.34, Synergy_Loewe=-13.4, Synergy_HSA=-2.65.